From a dataset of NCI-60 drug combinations with 297,098 pairs across 59 cell lines. Regression. Given two drug SMILES strings and cell line genomic features, predict the synergy score measuring deviation from expected non-interaction effect. (1) Drug 1: CC(C1=C(C=CC(=C1Cl)F)Cl)OC2=C(N=CC(=C2)C3=CN(N=C3)C4CCNCC4)N. Drug 2: C(CC(=O)O)C(=O)CN.Cl. Cell line: HL-60(TB). Synergy scores: CSS=23.3, Synergy_ZIP=-3.28, Synergy_Bliss=0.239, Synergy_Loewe=-21.9, Synergy_HSA=-4.79. (2) Drug 1: C1CCC(CC1)NC(=O)N(CCCl)N=O. Drug 2: CN1C(=O)N2C=NC(=C2N=N1)C(=O)N. Cell line: SN12C. Synergy scores: CSS=18.4, Synergy_ZIP=0.828, Synergy_Bliss=4.16, Synergy_Loewe=-1.83, Synergy_HSA=3.76. (3) Drug 1: C1=NC(=NC(=O)N1C2C(C(C(O2)CO)O)O)N. Drug 2: CCN(CC)CCCC(C)NC1=C2C=C(C=CC2=NC3=C1C=CC(=C3)Cl)OC. Cell line: HCT116. Synergy scores: CSS=56.8, Synergy_ZIP=-6.56, Synergy_Bliss=-4.37, Synergy_Loewe=-3.09, Synergy_HSA=-0.542. (4) Drug 1: CN1C2=C(C=C(C=C2)N(CCCl)CCCl)N=C1CCCC(=O)O.Cl. Drug 2: CC1C(C(CC(O1)OC2CC(CC3=C2C(=C4C(=C3O)C(=O)C5=C(C4=O)C(=CC=C5)OC)O)(C(=O)CO)O)N)O.Cl. Cell line: SNB-19. Synergy scores: CSS=28.8, Synergy_ZIP=-2.81, Synergy_Bliss=-6.10, Synergy_Loewe=-30.2, Synergy_HSA=-6.72. (5) Drug 1: CS(=O)(=O)CCNCC1=CC=C(O1)C2=CC3=C(C=C2)N=CN=C3NC4=CC(=C(C=C4)OCC5=CC(=CC=C5)F)Cl. Drug 2: C1CN(CCN1C(=O)CCBr)C(=O)CCBr. Cell line: M14. Synergy scores: CSS=7.30, Synergy_ZIP=-5.74, Synergy_Bliss=-0.135, Synergy_Loewe=0.767, Synergy_HSA=0.438. (6) Drug 1: C1=CN(C(=O)N=C1N)C2C(C(C(O2)CO)O)O.Cl. Drug 2: CC1=C(C=C(C=C1)C(=O)NC2=CC(=CC(=C2)C(F)(F)F)N3C=C(N=C3)C)NC4=NC=CC(=N4)C5=CN=CC=C5. Cell line: NCIH23. Synergy scores: CSS=50.7, Synergy_ZIP=0.255, Synergy_Bliss=-0.283, Synergy_Loewe=-17.4, Synergy_HSA=0.0909. (7) Drug 1: C1=CC(=CC=C1CCC2=CNC3=C2C(=O)NC(=N3)N)C(=O)NC(CCC(=O)O)C(=O)O. Drug 2: C1CCC(CC1)NC(=O)N(CCCl)N=O. Cell line: CCRF-CEM. Synergy scores: CSS=43.7, Synergy_ZIP=-2.91, Synergy_Bliss=-4.35, Synergy_Loewe=-5.79, Synergy_HSA=-1.05. (8) Drug 1: CN1C2=C(C=C(C=C2)N(CCCl)CCCl)N=C1CCCC(=O)O.Cl. Drug 2: C(CN)CNCCSP(=O)(O)O. Cell line: SF-268. Synergy scores: CSS=0.229, Synergy_ZIP=0.238, Synergy_Bliss=0.0305, Synergy_Loewe=-1.18, Synergy_HSA=-0.740.